This data is from Reaction yield outcomes from USPTO patents with 853,638 reactions. The task is: Predict the reaction yield, written as a fraction of the theoretical maximum amount of product (1.0 means a 100% yield; for example, 0.34 means a 34% yield). (1) The yield is 0.720. The reactants are [Cl:1][C:2]1[CH:3]=[C:4]([C:8]2[CH:16]=[CH:15][CH:14]=[C:13]3[C:9]=2[CH2:10][C:11](=[O:17])[NH:12]3)[CH:5]=[CH:6][CH:7]=1.[CH2:18]([N:20]([CH2:34][CH3:35])[CH2:21][CH2:22][NH:23][C:24]([C:26]1[C:30]([CH3:31])=[C:29]([CH:32]=O)[NH:28][CH:27]=1)=[O:25])[CH3:19]. The product is [CH2:34]([N:20]([CH2:18][CH3:19])[CH2:21][CH2:22][NH:23][C:24]([C:26]1[C:30]([CH3:31])=[C:29]([CH:32]=[C:10]2[C:9]3[C:13](=[CH:14][CH:15]=[CH:16][C:8]=3[C:4]3[CH:5]=[CH:6][CH:7]=[C:2]([Cl:1])[CH:3]=3)[NH:12][C:11]2=[O:17])[NH:28][CH:27]=1)=[O:25])[CH3:35]. The catalyst is C(O)C.N1CCCCC1. (2) The reactants are [C:1]([O:5][C:6](=[O:35])[NH:7][C:8]1[CH:9]=[C:10]2[CH:16]=[C:15]([C:17]([C:25]3[CH:30]=[CH:29][C:28]([S:31]([CH3:34])(=[O:33])=[O:32])=[CH:27][CH:26]=3)=[CH:18][CH:19]3[CH2:24][CH2:23][O:22][CH2:21][CH2:20]3)[NH:14][C:11]2=[N:12][CH:13]=1)([CH3:4])([CH3:3])[CH3:2]. The catalyst is [Pd].CO. The product is [C:1]([O:5][C:6](=[O:35])[NH:7][C:8]1[CH:9]=[C:10]2[CH:16]=[C:15]([CH:17]([C:25]3[CH:26]=[CH:27][C:28]([S:31]([CH3:34])(=[O:33])=[O:32])=[CH:29][CH:30]=3)[CH2:18][CH:19]3[CH2:20][CH2:21][O:22][CH2:23][CH2:24]3)[NH:14][C:11]2=[N:12][CH:13]=1)([CH3:3])([CH3:4])[CH3:2]. The yield is 1.00. (3) The yield is 0.590. The catalyst is CC(C)=O. The product is [C:18]([C:9]1[CH:10]=[CH:11][C:12]([O:17][CH2:34][CH2:33][CH2:32][CH2:31][O:30][C:29]2[CH:28]=[CH:27][C:24]([C:25]#[N:26])=[CH:23][C:22]=2[Br:21])=[C:13]([CH2:14][CH2:15][CH3:16])[C:8]=1[OH:7])(=[O:20])[CH3:19]. The reactants are C(=O)([O-])[O-].[K+].[K+].[OH:7][C:8]1[C:13]([CH2:14][CH2:15][CH3:16])=[C:12]([OH:17])[CH:11]=[CH:10][C:9]=1[C:18](=[O:20])[CH3:19].[Br:21][C:22]1[CH:23]=[C:24]([CH:27]=[CH:28][C:29]=1[O:30][CH2:31][CH2:32][CH2:33][CH2:34]Br)[C:25]#[N:26]. (4) The reactants are Cl[C:2]1C=C(Cl)C=C(Cl)C=1O.C([Zn]CC)C.C(I)I.[Br:19][C:20]1[CH:25]=[CH:24][C:23]([C:26]([O:28][CH3:29])=[CH2:27])=[CH:22][CH:21]=1. The catalyst is C(Cl)Cl.CCCCC. The product is [Br:19][C:20]1[CH:21]=[CH:22][C:23]([C:26]2([O:28][CH3:29])[CH2:2][CH2:27]2)=[CH:24][CH:25]=1. The yield is 0.600.